The task is: Predict the reactants needed to synthesize the given product.. This data is from Full USPTO retrosynthesis dataset with 1.9M reactions from patents (1976-2016). (1) Given the product [CH3:24][O:25][C:26]1[CH:36]=[CH:35][CH:34]=[CH:33][C:27]=1[CH:28]=[CH:29][C:30]([NH:10][C@H:9]([C:11]([O:13][CH3:14])=[O:12])[CH2:8][C:7]1[CH:6]=[CH:5][C:4]([O:3][CH3:2])=[CH:16][CH:15]=1)=[O:31], predict the reactants needed to synthesize it. The reactants are: Cl.[CH3:2][O:3][C:4]1[CH:16]=[CH:15][C:7]([CH2:8][C@@H:9]([C:11]([O:13][CH3:14])=[O:12])[NH2:10])=[CH:6][CH:5]=1.C(N(CC)CC)C.[CH3:24][O:25][C:26]1[CH:36]=[CH:35][CH:34]=[CH:33][C:27]=1[CH:28]=[CH:29][C:30](O)=[O:31].CCN=C=NCCCN(C)C.Cl. (2) Given the product [F:41][CH2:13][C:12]([CH3:16])([CH3:15])[C:11]([NH:10][CH2:9][C:6]1[CH:7]=[N:8][C:3]([CH:2]([F:1])[F:34])=[C:4]([C:18]2[NH:22][C:21](=[O:23])[N:20]([C:24]3[CH:29]=[CH:28][C:27]([C:30]([F:33])([F:32])[F:31])=[CH:26][CH:25]=3)[N:19]=2)[CH:5]=1)=[O:17], predict the reactants needed to synthesize it. The reactants are: [F:1][CH:2]([F:34])[C:3]1[N:8]=[CH:7][C:6]([CH2:9][NH:10][C:11](=[O:17])[C:12]([CH3:16])([CH3:15])[CH2:13]O)=[CH:5][C:4]=1[C:18]1[NH:22][C:21](=[O:23])[N:20]([C:24]2[CH:29]=[CH:28][C:27]([C:30]([F:33])([F:32])[F:31])=[CH:26][CH:25]=2)[N:19]=1.CCN(S(F)(F)[F:41])CC. (3) Given the product [C:2]1([N:6]2[C:5]3[CH:4]=[CH:3][C:2]([C:30]4[CH:31]=[CH:32][C:33]5[NH:21][C:22]6[C:27]([C:28]=5[CH:29]=4)=[CH:26][CH:25]=[CH:24][CH:23]=6)=[CH:14][C:13]=3[C:12]3[C:7]2=[CH:8][CH:9]=[CH:10][CH:11]=3)[CH:3]=[CH:4][CH:5]=[CH:13][CH:14]=1, predict the reactants needed to synthesize it. The reactants are: I[C:2]1[CH:3]=[CH:4][C:5]2[NH:6][C:7]3[C:12]([C:13]=2[CH:14]=1)=[CH:11][CH:10]=[CH:9][CH:8]=3.C1([N:21]2[C:33]3[CH:32]=[CH:31][C:30](B4OC(C)(C)C(C)(C)O4)=[CH:29][C:28]=3[C:27]3[C:22]2=[CH:23][CH:24]=[CH:25][CH:26]=3)C=CC=CC=1.[O-]P([O-])([O-])=O.[K+].[K+].[K+].O. (4) Given the product [CH3:37][NH:38][C:11]([C:10]1[CH:9]=[C:8]2[C:3]([CH:4]=[CH:5][C:6]([C:33]([F:35])([F:34])[F:36])=[N:7]2)=[C:2]([Cl:1])[C:15]=1[NH:14][C:13]([C:16]1[N:17]([C:25]2[C:30]([Cl:31])=[CH:29][CH:28]=[CH:27][N:26]=2)[N:18]=[C:19]([C:21]([F:22])([F:24])[F:23])[CH:20]=1)=[O:12])=[O:32], predict the reactants needed to synthesize it. The reactants are: [Cl:1][C:2]1[C:3]2[C:8]([CH:9]=[C:10]3[C:15]=1[N:14]=[C:13]([C:16]1[N:17]([C:25]4[C:30]([Cl:31])=[CH:29][CH:28]=[CH:27][N:26]=4)[N:18]=[C:19]([C:21]([F:24])([F:23])[F:22])[CH:20]=1)[O:12][C:11]3=[O:32])=[N:7][C:6]([C:33]([F:36])([F:35])[F:34])=[CH:5][CH:4]=2.[CH3:37][NH2:38]. (5) Given the product [Cl:27][C:22]1[CH:21]=[C:20]([N:16]2[CH2:17][CH2:18][N:13]([C:11]([C:1]3[C:10]4[C:5](=[CH:6][CH:7]=[CH:8][CH:9]=4)[CH:4]=[CH:3][CH:2]=3)=[O:12])[CH2:14][CH2:15]2)[CH:25]=[CH:24][C:23]=1[OH:26], predict the reactants needed to synthesize it. The reactants are: [C:1]1([C:11]([N:13]2[CH2:18][CH2:17][NH:16][CH2:15][CH2:14]2)=[O:12])[C:10]2[C:5](=[CH:6][CH:7]=[CH:8][CH:9]=2)[CH:4]=[CH:3][CH:2]=1.Br[C:20]1[CH:25]=[CH:24][C:23]([OH:26])=[C:22]([Cl:27])[CH:21]=1.C[Si]([N-][Si](C)(C)C)(C)C.[Li+]. (6) The reactants are: [CH3:1][O:2][C:3]1[CH:4]=[C:5]2[C:10](=[CH:11][C:12]=1[O:13][CH3:14])[N:9]=[CH:8][CH:7]=[C:6]2[O:15][C:16]1[CH:22]=[CH:21][C:19]([NH2:20])=[C:18]([F:23])[CH:17]=1.ClC(Cl)(O[C:28](=[O:34])OC(Cl)(Cl)Cl)Cl.[F:36][C:37]1[CH:44]=[C:43]([F:45])[CH:42]=[CH:41][C:38]=1[CH2:39][NH2:40].C(=O)([O-])O.[Na+]. Given the product [F:36][C:37]1[CH:44]=[C:43]([F:45])[CH:42]=[CH:41][C:38]=1[CH2:39][NH:40][C:28]([NH:20][C:19]1[CH:21]=[CH:22][C:16]([O:15][C:6]2[C:5]3[C:10](=[CH:11][C:12]([O:13][CH3:14])=[C:3]([O:2][CH3:1])[CH:4]=3)[N:9]=[CH:8][CH:7]=2)=[CH:17][C:18]=1[F:23])=[O:34], predict the reactants needed to synthesize it. (7) Given the product [CH2:1]([C:8]1[O:12][C:11]([C:13]2[CH:18]=[C:17]([F:19])[CH:16]=[CH:15][C:14]=2[F:20])=[N:10][C:9]=1[CH:21]([NH2:26])[C:22]([CH3:24])([CH3:23])[CH3:25])[C:2]1[CH:3]=[CH:4][CH:5]=[CH:6][CH:7]=1, predict the reactants needed to synthesize it. The reactants are: [CH2:1]([C:8]1[O:12][C:11]([C:13]2[CH:18]=[C:17]([F:19])[CH:16]=[CH:15][C:14]=2[F:20])=[N:10][C:9]=1[CH:21]([NH:26]S(C(C)(C)C)=O)[C:22]([CH3:25])([CH3:24])[CH3:23])[C:2]1[CH:7]=[CH:6][CH:5]=[CH:4][CH:3]=1.Cl.O1CCOCC1. (8) Given the product [C:1]([N:5]1[C:9](=[O:10])[C:8]([NH:20][CH2:21][CH2:22][C:23]2[CH:24]=[CH:25][C:26]([S:29]([NH2:32])(=[O:30])=[O:31])=[CH:27][CH:28]=2)=[C:7]([C:12]2[CH:17]=[CH:16][CH:15]=[CH:14][CH:13]=2)[S:6]1(=[O:19])=[O:18])([CH3:4])([CH3:3])[CH3:2], predict the reactants needed to synthesize it. The reactants are: [C:1]([N:5]1[C:9](=[O:10])[C:8](Cl)=[C:7]([C:12]2[CH:17]=[CH:16][CH:15]=[CH:14][CH:13]=2)[S:6]1(=[O:19])=[O:18])([CH3:4])([CH3:3])[CH3:2].[NH2:20][CH2:21][CH2:22][C:23]1[CH:28]=[CH:27][C:26]([S:29]([NH2:32])(=[O:31])=[O:30])=[CH:25][CH:24]=1. (9) Given the product [F:10][C:9]([F:12])([F:11])[C:5]1[CH:4]=[C:3]([CH2:2][C:13]#[N:14])[CH:8]=[CH:7][CH:6]=1, predict the reactants needed to synthesize it. The reactants are: Br[CH2:2][C:3]1[CH:8]=[CH:7][CH:6]=[C:5]([C:9]([F:12])([F:11])[F:10])[CH:4]=1.[C-:13]#[N:14].[K+]. (10) The reactants are: [NH2:1][C:2]1[CH:9]=[CH:8][C:7]([N+:10]([O-:12])=[O:11])=[CH:6][C:3]=1[CH:4]=O.[CH3:13][N:14]1[CH2:19][CH2:18][C:17](=O)[CH2:16][CH2:15]1.[OH-].[Na+]. Given the product [CH3:13][N:14]1[CH2:19][CH2:18][C:17]2[N:1]=[C:2]3[CH:9]=[CH:8][C:7]([N+:10]([O-:12])=[O:11])=[CH:6][C:3]3=[CH:4][C:16]=2[CH2:15]1, predict the reactants needed to synthesize it.